Dataset: NCI-60 drug combinations with 297,098 pairs across 59 cell lines. Task: Regression. Given two drug SMILES strings and cell line genomic features, predict the synergy score measuring deviation from expected non-interaction effect. Drug 1: CC1=C2C(C(=O)C3(C(CC4C(C3C(C(C2(C)C)(CC1OC(=O)C(C(C5=CC=CC=C5)NC(=O)C6=CC=CC=C6)O)O)OC(=O)C7=CC=CC=C7)(CO4)OC(=O)C)O)C)OC(=O)C. Drug 2: CC1=C(C(=CC=C1)Cl)NC(=O)C2=CN=C(S2)NC3=CC(=NC(=N3)C)N4CCN(CC4)CCO. Cell line: NCIH23. Synergy scores: CSS=50.2, Synergy_ZIP=-4.21, Synergy_Bliss=-3.39, Synergy_Loewe=-0.606, Synergy_HSA=1.52.